Dataset: Full USPTO retrosynthesis dataset with 1.9M reactions from patents (1976-2016). Task: Predict the reactants needed to synthesize the given product. (1) Given the product [CH3:56][O:55][C:54]1[CH:53]=[CH:52][C:51]([CH:49]([O:15][C:14]([C:11]2([CH2:17][CH:18]=[CH2:19])[CH2:12][CH2:13][N:8]([C:6]([O:5][C:1]([CH3:4])([CH3:3])[CH3:2])=[O:7])[CH2:9][CH2:10]2)=[O:16])[C:47]([C:39]2[CH:40]=[CH:41][C:42]([O:43][CH3:44])=[CH:45][CH:46]=2)=[O:48])=[CH:58][CH:57]=1, predict the reactants needed to synthesize it. The reactants are: [C:1]([O:5][C:6]([N:8]1[CH2:13][CH2:12][C:11]([CH2:17][CH:18]=[CH2:19])([C:14]([OH:16])=[O:15])[CH2:10][CH2:9]1)=[O:7])([CH3:4])([CH3:3])[CH3:2].C1(P(C2C=CC=CC=2)C2C=CC=CC=2)C=CC=CC=1.[C:39]1([C:47]([CH:49]([C:51]2[CH:58]=[CH:57][C:54]([O:55][CH3:56])=[CH:53][CH:52]=2)O)=[O:48])[CH:46]=[CH:45][C:42]([O:43][CH3:44])=[CH:41][CH:40]=1.N(C(OC(C)C)=O)=NC(OC(C)C)=O. (2) Given the product [CH3:19][O:18][C:14]([C:15]1[S:16][C:2]2[CH:9]=[C:8]([C:10]([F:13])([F:12])[F:11])[CH:7]=[CH:6][C:3]=2[CH:4]=1)=[O:17], predict the reactants needed to synthesize it. The reactants are: F[C:2]1[CH:9]=[C:8]([C:10]([F:13])([F:12])[F:11])[CH:7]=[CH:6][C:3]=1[CH:4]=O.[C:14]([O:18][CH3:19])(=[O:17])[CH2:15][SH:16].C(=O)([O-])[O-].[K+].[K+].CN(C=O)C. (3) Given the product [F:1][C:2]1[CH:7]=[CH:6][C:5]([O:8][CH:15]([C:9]2[CH:14]=[CH:13][CH:12]=[CH:11][CH:10]=2)[CH2:16][CH2:17][N:18]2[CH2:23][CH2:22][N:21]([C:24]3[CH:29]=[CH:28][CH:27]=[CH:26][CH:25]=3)[CH2:20][CH2:19]2)=[CH:4][CH:3]=1, predict the reactants needed to synthesize it. The reactants are: [F:1][C:2]1[CH:7]=[CH:6][C:5]([OH:8])=[CH:4][CH:3]=1.[C:9]1([CH:15](O)[CH2:16][CH2:17][N:18]2[CH2:23][CH2:22][N:21]([C:24]3[CH:29]=[CH:28][CH:27]=[CH:26][CH:25]=3)[CH2:20][CH2:19]2)[CH:14]=[CH:13][CH:12]=[CH:11][CH:10]=1.C1(P(C2C=CC=CC=2)C2C=CC=CC=2)C=CC=CC=1.N(C(OC(C)C)=O)=NC(OC(C)C)=O.